Dataset: Forward reaction prediction with 1.9M reactions from USPTO patents (1976-2016). Task: Predict the product of the given reaction. (1) Given the reactants [Cl:1][C:2]1[CH:3]=[C:4]([CH:32]=[CH:33][C:34]=1[F:35])[CH2:5][N:6]1[C:11](=[O:12])[C:10]2[C:13]([O:22][CH3:23])=[C:14]3[C:19](=[O:20])[N:18]([CH3:21])[CH2:17][CH2:16][N:15]3[C:9]=2[C:8]([CH:24]([C:30]#[N:31])[CH2:25][C:26](OC)=[O:27])=[N:7]1, predict the reaction product. The product is: [Cl:1][C:2]1[CH:3]=[C:4]([CH:32]=[CH:33][C:34]=1[F:35])[CH2:5][N:6]1[C:11](=[O:12])[C:10]2[C:13]([O:22][CH3:23])=[C:14]3[C:19](=[O:20])[N:18]([CH3:21])[CH2:17][CH2:16][N:15]3[C:9]=2[C:8]([CH:24]2[CH2:25][C:26](=[O:27])[NH:31][CH2:30]2)=[N:7]1. (2) Given the reactants [NH2:1][C:2]1[CH:7]=[C:6]([Br:8])[C:5]([F:9])=[CH:4][C:3]=1[OH:10].C1C[O:14][CH2:13]C1.C1N=CN(C(N2C=NC=C2)=O)C=1, predict the reaction product. The product is: [Br:8][C:6]1[C:5]([F:9])=[CH:4][C:3]2[O:10][C:13](=[O:14])[NH:1][C:2]=2[CH:7]=1. (3) Given the reactants [Br:1][C:2]1[C:7]([OH:8])=[C:6]([O:9][CH3:10])[C:5]([O:11][CH:12]([F:14])[F:13])=[CH:4][CH:3]=1.C(=O)([O-])[O-].[K+].[K+].Br[CH2:22][C:23]1([CH2:27][OH:28])[CH2:26][O:25][CH2:24]1, predict the reaction product. The product is: [Br:1][C:2]1[C:7]([O:8][CH2:22][C:23]2([CH2:27][OH:28])[CH2:26][O:25][CH2:24]2)=[C:6]([O:9][CH3:10])[C:5]([O:11][CH:12]([F:13])[F:14])=[CH:4][CH:3]=1. (4) Given the reactants [C@H:1]12[CH2:6][C@H:5]1[CH2:4][C@@H:3]([CH2:7][NH:8][C:9]([C:11]1[N:18]3[C:14]([S:15][CH:16]=[CH:17]3)=[N:13][C:12]=1[CH3:19])=[O:10])[NH:2]2.[F:20][C:21]1[CH:22]=[C:23]([C:27]2[S:31][C:30]([CH3:32])=[N:29][C:28]=2[C:33](O)=[O:34])[CH:24]=[CH:25][CH:26]=1, predict the reaction product. The product is: [F:20][C:21]1[CH:22]=[C:23]([C:27]2[S:31][C:30]([CH3:32])=[N:29][C:28]=2[C:33]([N:2]2[C@H:3]([CH2:7][NH:8][C:9]([C:11]3[N:18]4[C:14]([S:15][CH:16]=[CH:17]4)=[N:13][C:12]=3[CH3:19])=[O:10])[CH2:4][C@H:5]3[C@@H:1]2[CH2:6]3)=[O:34])[CH:24]=[CH:25][CH:26]=1. (5) Given the reactants [Cl:1][C:2]1[CH:7]=[C:6]2[NH:8][C:9](=[O:43])[C@:10]3([C@H:15]([C:16]4[CH:21]=[C:20]([Cl:22])[CH:19]=[CH:18][C:17]=4[O:23][C:24]([CH3:33])([CH3:32])[C:25]([NH:27][S:28]([CH3:31])(=[O:30])=[O:29])=[O:26])[CH2:14][C:13](=[O:34])[NH:12][C@@H:11]3[C:35]3[CH:40]=[C:39]([F:41])[CH:38]=[CH:37][C:36]=3[CH3:42])[C:5]2=[CH:4][CH:3]=1.[C:44](OC(=O)C)(=[O:46])[CH3:45], predict the reaction product. The product is: [C:44]([N:8]1[C:6]2[C:5](=[CH:4][CH:3]=[C:2]([Cl:1])[CH:7]=2)[C@@:10]2([C@H:15]([C:16]3[CH:21]=[C:20]([Cl:22])[CH:19]=[CH:18][C:17]=3[O:23][C:24]([CH3:33])([CH3:32])[C:25]([NH:27][S:28]([CH3:31])(=[O:29])=[O:30])=[O:26])[CH2:14][C:13](=[O:34])[NH:12][C@@H:11]2[C:35]2[CH:40]=[C:39]([F:41])[CH:38]=[CH:37][C:36]=2[CH3:42])[C:9]1=[O:43])(=[O:46])[CH3:45]. (6) Given the reactants Br[C:2]1[C:3]([O:16][C:17]2[C:22]([CH3:23])=[CH:21][CH:20]=[CH:19][N:18]=2)=[C:4]2[C:9](=[CH:10][CH:11]=1)[N:8]([C:12](=[O:14])[CH3:13])[C@@H:7]([CH3:15])[CH2:6][CH2:5]2.C(=O)([O-])[O-].[K+].[K+].[CH:30]1([N:33]2[CH:37]=[C:36](B3OC(C)(C)C(C)(C)O3)[CH:35]=[N:34]2)[CH2:32][CH2:31]1.O1CCOCC1, predict the reaction product. The product is: [CH:30]1([N:33]2[CH:37]=[C:36]([C:2]3[C:3]([O:16][C:17]4[C:22]([CH3:23])=[CH:21][CH:20]=[CH:19][N:18]=4)=[C:4]4[C:9](=[CH:10][CH:11]=3)[N:8]([C:12](=[O:14])[CH3:13])[C@@H:7]([CH3:15])[CH2:6][CH2:5]4)[CH:35]=[N:34]2)[CH2:32][CH2:31]1. (7) Given the reactants C[O:2][C:3]([C@@H:5]1[C@@H:10]([C:11]([N:13]2[CH2:18][CH:17]=[C:16]([C:19]3[CH:24]=[CH:23][CH:22]=[CH:21][CH:20]=3)[CH2:15][CH2:14]2)=[O:12])[N:9]([CH3:25])[CH2:8][C@@H](C2CCCCN2C([O-])=O)[CH2:6]1)=O.[OH:35][NH2:36].[CH3:37][O-:38].[Na+].Cl.[CH3:41][OH:42], predict the reaction product. The product is: [N:13]1([C:37]([O:42][C@H:41]2[CH2:6][C@H:5]([C:3]([NH:36][OH:35])=[O:2])[C@@H:10]([C:11]([N:13]3[CH2:14][CH:15]=[C:16]([C:19]4[CH:24]=[CH:23][CH:22]=[CH:21][CH:20]=4)[CH2:17][CH2:18]3)=[O:12])[N:9]([CH3:8])[CH2:25]2)=[O:38])[CH2:18][CH2:17][CH2:16][CH2:15][CH2:14]1.